Task: Predict which catalyst facilitates the given reaction.. Dataset: Catalyst prediction with 721,799 reactions and 888 catalyst types from USPTO (1) Reactant: [Br:1][C:2]1[CH:11]=[CH:10][C:9]2[CH2:8][CH2:7][CH2:6][CH:5]([OH:12])[C:4]=2[N:3]=1.C(N(CC)CC)C.[CH3:20][S:21](Cl)(=[O:23])=[O:22].C([O-])(O)=O.[Na+]. Product: [CH3:20][S:21]([O:12][CH:5]1[C:4]2[N:3]=[C:2]([Br:1])[CH:11]=[CH:10][C:9]=2[CH2:8][CH2:7][CH2:6]1)(=[O:23])=[O:22]. The catalyst class is: 2. (2) Reactant: [CH3:1][O:2][C:3]([C:5]1[C:6]([OH:30])=[C:7]2[C:12](=[C:13](Br)[N:14]=1)[N:11]([CH2:16][C:17]1[CH:22]=[CH:21][CH:20]=[CH:19][CH:18]=1)[C:10](=[O:23])[C:9]([C:24]1[CH:29]=[CH:28][CH:27]=[CH:26][CH:25]=1)=[CH:8]2)=[O:4].[CH2:31]([O:33][C:34]1[N:39]=[CH:38][C:37]([Sn](CCCC)(CCCC)CCCC)=[CH:36][N:35]=1)[CH3:32].CCOC(C)=O.Cl. Product: [CH3:1][O:2][C:3]([C:5]1[C:6]([OH:30])=[C:7]2[C:12](=[C:13]([C:37]3[CH:36]=[N:35][C:34]([O:33][CH2:31][CH3:32])=[N:39][CH:38]=3)[N:14]=1)[N:11]([CH2:16][C:17]1[CH:22]=[CH:21][CH:20]=[CH:19][CH:18]=1)[C:10](=[O:23])[C:9]([C:24]1[CH:29]=[CH:28][CH:27]=[CH:26][CH:25]=1)=[CH:8]2)=[O:4]. The catalyst class is: 510. (3) Reactant: Br[C:2]1[CH:7]=[C:6]([F:8])[CH:5]=[C:4]([F:9])[CH:3]=1.[Mg].II.[C:13]([N:20]1[CH2:24][CH2:23][C:22](=[O:25])[CH2:21]1)([O:15][C:16]([CH3:19])([CH3:18])[CH3:17])=[O:14].[Cl-].[NH4+]. Product: [F:9][C:4]1[CH:3]=[C:2]([C:22]2([OH:25])[CH2:23][CH2:24][N:20]([C:13]([O:15][C:16]([CH3:18])([CH3:17])[CH3:19])=[O:14])[CH2:21]2)[CH:7]=[C:6]([F:8])[CH:5]=1. The catalyst class is: 7.